Dataset: Forward reaction prediction with 1.9M reactions from USPTO patents (1976-2016). Task: Predict the product of the given reaction. (1) Given the reactants Cl[CH2:2][C:3]1[N:8]=[CH:7][C:6]([S:9]([NH:12][C:13]2[C:22]([NH:23][C:24]3[CH:29]=[C:28]([O:30][CH3:31])[CH:27]=[C:26]([O:32][CH3:33])[CH:25]=3)=[N:21][C:20]3[C:15](=[CH:16][CH:17]=[CH:18][CH:19]=3)[N:14]=2)(=[O:11])=[O:10])=[CH:5][CH:4]=1.C(N(C(C)C)C(C)C)C.[CH3:43][N:44]1[CH2:49][CH2:48][NH:47][CH2:46][CH2:45]1, predict the reaction product. The product is: [CH3:33][O:32][C:26]1[CH:25]=[C:24]([NH:23][C:22]2[C:13]([NH:12][S:9]([C:6]3[CH:7]=[N:8][C:3]([CH2:2][N:47]4[CH2:48][CH2:49][N:44]([CH3:43])[CH2:45][CH2:46]4)=[CH:4][CH:5]=3)(=[O:10])=[O:11])=[N:14][C:15]3[C:20]([N:21]=2)=[CH:19][CH:18]=[CH:17][CH:16]=3)[CH:29]=[C:28]([O:30][CH3:31])[CH:27]=1. (2) Given the reactants [C:1]([CH2:3][CH:4]1[C:13]2[C:8](=[CH:9][CH:10]=[C:11]([O:14][CH3:15])[CH:12]=2)[CH2:7][N:6]([C:16]([O:18][C:19]([CH3:22])([CH3:21])[CH3:20])=[O:17])[CH2:5]1)#[N:2], predict the reaction product. The product is: [NH2:2][CH2:1][CH2:3][CH:4]1[C:13]2[C:8](=[CH:9][CH:10]=[C:11]([O:14][CH3:15])[CH:12]=2)[CH2:7][N:6]([C:16]([O:18][C:19]([CH3:22])([CH3:21])[CH3:20])=[O:17])[CH2:5]1. (3) Given the reactants [CH2:1]([O:8][C:9]1[CH:14]=[CH:13][C:12]([OH:15])=[C:11]([N+:16]([O-:18])=[O:17])[CH:10]=1)[C:2]1[CH:7]=[CH:6][CH:5]=[CH:4][CH:3]=1.C([O-])([O-])=O.[K+].[K+].[Na+].[I-].Br[CH2:28][CH2:29][CH2:30][C:31]([O:33][CH2:34][CH3:35])=[O:32], predict the reaction product. The product is: [CH2:1]([O:8][C:9]1[CH:14]=[CH:13][C:12]([O:15][CH2:28][CH2:29][CH2:30][C:31]([O:33][CH2:34][CH3:35])=[O:32])=[C:11]([N+:16]([O-:18])=[O:17])[CH:10]=1)[C:2]1[CH:3]=[CH:4][CH:5]=[CH:6][CH:7]=1. (4) Given the reactants [Cl:1][C:2]1[CH:7]=[CH:6][C:5]([CH2:8][CH2:9]O)=[CH:4][CH:3]=1.CN(C)C(=O)C.S(Cl)([Cl:19])=O, predict the reaction product. The product is: [Cl:1][C:2]1[CH:7]=[CH:6][C:5]([CH2:8][CH2:9][Cl:19])=[CH:4][CH:3]=1.